From a dataset of Reaction yield outcomes from USPTO patents with 853,638 reactions. Predict the reaction yield, written as a fraction of the theoretical maximum amount of product (1.0 means a 100% yield; for example, 0.34 means a 34% yield). (1) The reactants are [CH3:1][O:2][C:3](=[O:14])[C:4]1[C:9]([N+:10]([O-:12])=[O:11])=[CH:8][CH:7]=[CH:6][C:5]=1F.[C:15]([O:19][C:20](=[O:25])[NH:21][CH2:22][CH2:23][NH2:24])([CH3:18])([CH3:17])[CH3:16].C(=O)([O-])[O-].[K+].[K+]. The catalyst is CN(C=O)C. The product is [CH3:1][O:2][C:3](=[O:14])[C:4]1[C:9]([N+:10]([O-:12])=[O:11])=[CH:8][CH:7]=[CH:6][C:5]=1[NH:24][CH2:23][CH2:22][NH:21][C:20]([O:19][C:15]([CH3:18])([CH3:17])[CH3:16])=[O:25]. The yield is 0.980. (2) The reactants are [O:1]1[C:5]2[CH:6]=[CH:7][C:8]([C:10]3([C:13]([NH:15][C:16]4[CH:21]=[CH:20][C:19]([CH2:22][C:23]#[N:24])=[C:18](Br)[CH:17]=4)=[O:14])[CH2:12][CH2:11]3)=[CH:9][C:4]=2[O:3][CH2:2]1.[CH3:26][N:27]([CH3:39])[C:28]([C:30]1[CH:35]=[CH:34][C:33](B(O)O)=[CH:32][CH:31]=1)=[O:29].C([O-])([O-])=O.[K+].[K+]. The catalyst is CN(C)C=O. The product is [O:1]1[C:5]2[CH:6]=[CH:7][C:8]([C:10]3([C:13]([NH:15][C:16]4[CH:21]=[CH:20][C:19]([CH2:22][C:23]#[N:24])=[C:18]([C:33]5[CH:34]=[CH:35][C:30]([C:28]([N:27]([CH3:39])[CH3:26])=[O:29])=[CH:31][CH:32]=5)[CH:17]=4)=[O:14])[CH2:12][CH2:11]3)=[CH:9][C:4]=2[O:3][CH2:2]1. The yield is 0.200. (3) The reactants are C(Cl)CCl.[CH2:5]([C:7]1[C:15]2[C:10](=[CH:11][CH:12]=[CH:13][CH:14]=2)[NH:9][C:8]=1[CH2:16][NH:17][CH3:18])[CH3:6].Cl.[O:20]=[C:21]1[CH2:26][O:25][C:24]2[CH:27]=[C:28](/[CH:31]=[CH:32]/[C:33]([OH:35])=O)[CH:29]=[N:30][C:23]=2[NH:22]1.C1C=CC2N(O)N=NC=2C=1.CCN(C(C)C)C(C)C. The catalyst is CN(C=O)C.O. The product is [CH2:5]([C:7]1[C:15]2[C:10](=[CH:11][CH:12]=[CH:13][CH:14]=2)[NH:9][C:8]=1[CH2:16][N:17]([CH3:18])[C:33](=[O:35])/[CH:32]=[CH:31]/[C:28]1[CH:29]=[N:30][C:23]2[NH:22][C:21](=[O:20])[CH2:26][O:25][C:24]=2[CH:27]=1)[CH3:6]. The yield is 0.420. (4) The reactants are [CH:1](=O)[C:2]1[CH:7]=[CH:6][CH:5]=[CH:4][CH:3]=1.[CH2:9]([O:11][C:12]([C:14]1[CH:15]=[N:16][N:17]([C:19]2[N:23]([CH2:24][O:25][CH2:26][CH2:27][O:28][CH3:29])[C:22]3[CH:30]=[C:31]([Cl:35])[C:32]([NH2:34])=[CH:33][C:21]=3[N:20]=2)[CH:18]=1)=[O:13])[CH3:10].NC1C(Cl)=CC2NC(N3C=C(C(O)=O)C=N3)=NC=2C=1.C(O[BH-](OC(=O)C)OC(=O)C)(=O)C.[Na+]. The catalyst is C1COCC1. The product is [CH2:9]([O:11][C:12]([C:14]1[CH:15]=[N:16][N:17]([C:19]2[N:23]([CH2:24][O:25][CH2:26][CH2:27][O:28][CH3:29])[C:22]3[CH:30]=[C:31]([Cl:35])[C:32]([N:34]=[CH:1][C:2]4[CH:7]=[CH:6][CH:5]=[CH:4][CH:3]=4)=[CH:33][C:21]=3[N:20]=2)[CH:18]=1)=[O:13])[CH3:10]. The yield is 0.780.